This data is from NCI-60 drug combinations with 297,098 pairs across 59 cell lines. The task is: Regression. Given two drug SMILES strings and cell line genomic features, predict the synergy score measuring deviation from expected non-interaction effect. (1) Drug 1: COC1=C(C=C2C(=C1)N=CN=C2NC3=CC(=C(C=C3)F)Cl)OCCCN4CCOCC4. Drug 2: CCN(CC)CCNC(=O)C1=C(NC(=C1C)C=C2C3=C(C=CC(=C3)F)NC2=O)C. Cell line: COLO 205. Synergy scores: CSS=22.6, Synergy_ZIP=-0.146, Synergy_Bliss=12.9, Synergy_Loewe=9.00, Synergy_HSA=9.11. (2) Drug 1: C1=CC(=CC=C1CCCC(=O)O)N(CCCl)CCCl. Drug 2: COC1=C2C(=CC3=C1OC=C3)C=CC(=O)O2. Cell line: SK-MEL-2. Synergy scores: CSS=-1.18, Synergy_ZIP=-3.04, Synergy_Bliss=-2.93, Synergy_Loewe=-3.74, Synergy_HSA=-3.60. (3) Drug 1: CN1CCC(CC1)COC2=C(C=C3C(=C2)N=CN=C3NC4=C(C=C(C=C4)Br)F)OC. Drug 2: CC1=C2C(C(=O)C3(C(CC4C(C3C(C(C2(C)C)(CC1OC(=O)C(C(C5=CC=CC=C5)NC(=O)OC(C)(C)C)O)O)OC(=O)C6=CC=CC=C6)(CO4)OC(=O)C)O)C)O. Cell line: HL-60(TB). Synergy scores: CSS=11.3, Synergy_ZIP=9.62, Synergy_Bliss=0.564, Synergy_Loewe=-54.7, Synergy_HSA=-4.96. (4) Drug 1: CC1CCC2CC(C(=CC=CC=CC(CC(C(=O)C(C(C(=CC(C(=O)CC(OC(=O)C3CCCCN3C(=O)C(=O)C1(O2)O)C(C)CC4CCC(C(C4)OC)O)C)C)O)OC)C)C)C)OC. Drug 2: COCCOC1=C(C=C2C(=C1)C(=NC=N2)NC3=CC=CC(=C3)C#C)OCCOC.Cl. Cell line: HCT116. Synergy scores: CSS=16.3, Synergy_ZIP=-2.25, Synergy_Bliss=1.25, Synergy_Loewe=-2.77, Synergy_HSA=2.43.